From a dataset of Reaction yield outcomes from USPTO patents with 853,638 reactions. Predict the reaction yield, written as a fraction of the theoretical maximum amount of product (1.0 means a 100% yield; for example, 0.34 means a 34% yield). The reactants are [CH3:1][O:2][C:3]1[C:4](=[O:29])[C:5]([CH3:28])=[C:6]([CH2:12][C:13]2[CH:21]=[CH:20][C:16]([C:17](O)=[O:18])=[C:15]([C:22]3[CH:27]=[CH:26][CH:25]=[CH:24][CH:23]=3)[CH:14]=2)[C:7](=[O:11])[C:8]=1[O:9][CH3:10].[NH:30]1[CH2:35][CH2:34][O:33][CH2:32][CH2:31]1.CCN=C=NCCCN(C)C.Cl. The catalyst is C(Cl)Cl. The product is [CH3:1][O:2][C:3]1[C:4](=[O:29])[C:5]([CH3:28])=[C:6]([CH2:12][C:13]2[CH:21]=[CH:20][C:16]([C:17]([N:30]3[CH2:35][CH2:34][O:33][CH2:32][CH2:31]3)=[O:18])=[C:15]([C:22]3[CH:23]=[CH:24][CH:25]=[CH:26][CH:27]=3)[CH:14]=2)[C:7](=[O:11])[C:8]=1[O:9][CH3:10]. The yield is 0.470.